Predict the product of the given reaction. From a dataset of Forward reaction prediction with 1.9M reactions from USPTO patents (1976-2016). (1) Given the reactants [Cl:1][C:2]1[CH:3]=[C:4]2[C:9](=[CH:10][CH:11]=1)[NH:8][C:7](=[O:12])[C:6]([CH2:13][CH2:14][CH3:15])=[C:5]2[OH:16].[CH:17]1(Br)[CH2:22][CH2:21][CH2:20][CH2:19][CH2:18]1.C(=O)([O-])[O-].[K+].[K+].C(N(CC)CC)C, predict the reaction product. The product is: [Cl:1][C:2]1[CH:3]=[C:4]2[C:9](=[CH:10][CH:11]=1)[NH:8][C:7](=[O:12])[C:6]([CH2:13][CH2:14][CH3:15])=[C:5]2[O:16][CH:17]1[CH2:22][CH2:21][CH2:20][CH2:19][CH2:18]1. (2) Given the reactants [CH:1]([CH:3]([CH:9]=O)[C:4]([O:6][CH2:7][CH3:8])=[O:5])=O.C(N(CC)CC)C.C1(C)C=CC(S(Cl)(=O)=O)=CC=1.[NH2:29][C:30]1[CH2:34][CH2:33][C:32](=[O:35])[CH:31]=1, predict the reaction product. The product is: [CH2:7]([O:6][C:4]([C:3]1[CH:1]=[N:29][C:30]2[CH2:34][CH2:33][C:32](=[O:35])[C:31]=2[CH:9]=1)=[O:5])[CH3:8]. (3) Given the reactants [CH2:1]([O:3][C:4](=[O:20])[C:5]([O:8][C:9]1[CH:14]=[CH:13][C:12](C(=O)C)=[C:11]([F:18])[C:10]=1[CH3:19])([CH3:7])[CH3:6])[CH3:2].ClC1C=CC=[C:24]([C:28]([O:30]O)=[O:29])C=1, predict the reaction product. The product is: [CH2:1]([O:3][C:4](=[O:20])[C:5]([O:8][C:9]1[CH:14]=[CH:13][C:12]([O:30][C:28](=[O:29])[CH3:24])=[C:11]([F:18])[C:10]=1[CH3:19])([CH3:6])[CH3:7])[CH3:2]. (4) Given the reactants C(OC([N:8]1[CH2:13][CH2:12][CH:11]([N:14]2[CH:18]=[C:17]([C:19]3[CH:20]=[N:21][C:22]([NH2:36])=[C:23]([N:25]4[CH2:34][CH2:33][C:32]5[C:27](=[CH:28][CH:29]=[CH:30][C:31]=5[Cl:35])[CH2:26]4)[CH:24]=3)[CH:16]=[N:15]2)[CH2:10][CH2:9]1)=O)(C)(C)C.Cl, predict the reaction product. The product is: [Cl:35][C:31]1[CH:30]=[CH:29][CH:28]=[C:27]2[C:32]=1[CH2:33][CH2:34][N:25]([C:23]1[C:22]([NH2:36])=[N:21][CH:20]=[C:19]([C:17]3[CH:16]=[N:15][N:14]([CH:11]4[CH2:10][CH2:9][NH:8][CH2:13][CH2:12]4)[CH:18]=3)[CH:24]=1)[CH2:26]2. (5) The product is: [Cl:1][C:2]1[CH:3]=[C:4]([CH:38]=[CH:39][CH:40]=1)[O:5][C:6]1[N:7]=[CH:8][C:9]2[N:14]=[C:13]([C:15]3[CH:35]=[C:34]([CH3:36])[C:18]([O:19][CH:20]4[CH2:23][CH:22]([C:24]([OH:26])=[O:25])[CH2:21]4)=[C:17]([CH3:37])[CH:16]=3)[O:12][C:10]=2[N:11]=1. Given the reactants [Cl:1][C:2]1[CH:3]=[C:4]([CH:38]=[CH:39][CH:40]=1)[O:5][C:6]1[N:7]=[CH:8][C:9]2[N:14]=[C:13]([C:15]3[CH:35]=[C:34]([CH3:36])[C:18]([O:19][CH:20]4[CH2:23][CH:22]([C:24]([O:26]CC5C=CC=CC=5)=[O:25])[CH2:21]4)=[C:17]([CH3:37])[CH:16]=3)[O:12][C:10]=2[N:11]=1, predict the reaction product. (6) Given the reactants Cl[C:2]1[C:11]2[C:6](=[C:7]([C:12]([NH:14][C:15]3[C:20]([F:21])=[CH:19][CH:18]=[C:17]([N:22]([CH2:29][C:30]4[CH:35]=[CH:34][C:33]([O:36][CH3:37])=[CH:32][CH:31]=4)[S:23]([CH2:26][CH2:27][CH3:28])(=[O:25])=[O:24])[C:16]=3[O:38][CH3:39])=[O:13])[CH:8]=[CH:9][CH:10]=2)[N:5]=[CH:4][N:3]=1.O1CCOCC1.[NH3:46], predict the reaction product. The product is: [NH2:46][C:2]1[C:11]2[C:6](=[C:7]([C:12]([NH:14][C:15]3[C:20]([F:21])=[CH:19][CH:18]=[C:17]([N:22]([CH2:29][C:30]4[CH:35]=[CH:34][C:33]([O:36][CH3:37])=[CH:32][CH:31]=4)[S:23]([CH2:26][CH2:27][CH3:28])(=[O:25])=[O:24])[C:16]=3[O:38][CH3:39])=[O:13])[CH:8]=[CH:9][CH:10]=2)[N:5]=[CH:4][N:3]=1. (7) The product is: [CH2:19]([O:12][C:11]([C:8]1([C:5]2[CH:4]=[CH:3][C:2]([Br:1])=[CH:7][CH:6]=2)[CH2:10][CH2:9]1)=[O:13])[CH3:20]. Given the reactants [Br:1][C:2]1[CH:7]=[CH:6][C:5]([C:8]2([C:11]([OH:13])=[O:12])[CH2:10][CH2:9]2)=[CH:4][CH:3]=1.S(=O)(=O)(O)O.[CH3:19][CH2:20]O, predict the reaction product. (8) The product is: [F:1][C:2]1[CH:3]=[C:4]2[C:8](=[CH:9][CH:10]=1)[NH:7][C:6](=[O:11])/[C:5]/2=[CH:22]\[C:18]1[CH:17]=[C:16]2[C:21]([C:13]([I:12])=[N:14][NH:15]2)=[CH:20][CH:19]=1. Given the reactants [F:1][C:2]1[CH:3]=[C:4]2[C:8](=[CH:9][CH:10]=1)[NH:7][C:6](=[O:11])[CH2:5]2.[I:12][C:13]1[C:21]2[C:16](=[CH:17][C:18]([CH:22]=O)=[CH:19][CH:20]=2)[NH:15][N:14]=1, predict the reaction product.